Dataset: Peptide-MHC class II binding affinity with 134,281 pairs from IEDB. Task: Regression. Given a peptide amino acid sequence and an MHC pseudo amino acid sequence, predict their binding affinity value. This is MHC class II binding data. (1) The peptide sequence is IKEKGKDKWIALKES. The MHC is DRB1_1602 with pseudo-sequence DRB1_1602. The binding affinity (normalized) is 0.312. (2) The peptide sequence is LARALVRAVAESHGV. The MHC is DRB1_1201 with pseudo-sequence DRB1_1201. The binding affinity (normalized) is 0.604.